The task is: Predict the reaction yield, written as a fraction of the theoretical maximum amount of product (1.0 means a 100% yield; for example, 0.34 means a 34% yield).. This data is from Reaction yield outcomes from USPTO patents with 853,638 reactions. (1) The reactants are C[O:2][C:3]1[CH:4]=[C:5]([CH:32]=[CH:33][C:34]=1[O:35]C)[C:6]([NH:8][C:9]1[S:10][C:11]([CH2:22][C:23]2[CH:28]=[CH:27][C:26]([N+:29]([O-:31])=[O:30])=[CH:25][CH:24]=2)=[C:12]([C:14]2[CH:19]=[CH:18][C:17]([O:20]C)=[CH:16][CH:15]=2)[N:13]=1)=[O:7].B(Br)(Br)Br. No catalyst specified. The product is [OH:2][C:3]1[CH:4]=[C:5]([CH:32]=[CH:33][C:34]=1[OH:35])[C:6]([NH:8][C:9]1[S:10][C:11]([CH2:22][C:23]2[CH:28]=[CH:27][C:26]([N+:29]([O-:31])=[O:30])=[CH:25][CH:24]=2)=[C:12]([C:14]2[CH:19]=[CH:18][C:17]([OH:20])=[CH:16][CH:15]=2)[N:13]=1)=[O:7]. The yield is 0.667. (2) The reactants are ClCCCl.[Br:5][C:6]1[CH:7]=[C:8]([CH:11]=[CH:12][CH:13]=1)[CH:9]=O.[O:14]([C:21]1[CH:22]=[C:23]([CH:25]=[CH:26][CH:27]=1)[NH2:24])[C:15]1[CH:20]=[CH:19][CH:18]=[CH:17][CH:16]=1.[BH-](OC(C)=O)(OC(C)=O)OC(C)=O.[Na+]. The catalyst is O.C(O)(=O)C. The product is [O:14]([C:21]1[CH:22]=[C:23]([NH:24][CH2:9][C:8]2[CH:11]=[CH:12][CH:13]=[C:6]([Br:5])[CH:7]=2)[CH:25]=[CH:26][CH:27]=1)[C:15]1[CH:16]=[CH:17][CH:18]=[CH:19][CH:20]=1. The yield is 0.980. (3) The reactants are [Cl:1][C:2]1[C:7]([CH3:8])=[C:6]([O:9][C@H:10]2[CH2:15][CH2:14][NH:13][CH2:12][C@H:11]2[F:16])[N:5]=[CH:4][N:3]=1.C(N(CC)CC)C.[C:24](=O)([O:30]C1C=CC([N+]([O-])=O)=CC=1)[O:25][C:26]1([CH3:29])[CH2:28][CH2:27]1. The catalyst is ClCCl. The product is [Cl:1][C:2]1[N:3]=[CH:4][N:5]=[C:6]([O:9][C@H:10]2[CH2:15][CH2:14][N:13]([C:24]([O:25][C:26]3([CH3:29])[CH2:28][CH2:27]3)=[O:30])[CH2:12][C@H:11]2[F:16])[C:7]=1[CH3:8]. The yield is 0.640.